From a dataset of Forward reaction prediction with 1.9M reactions from USPTO patents (1976-2016). Predict the product of the given reaction. The product is: [CH2:22]([O:23][C:2]1[C:7]([C:8]([O:10][CH2:11][C:12]2[CH:41]=[CH:36][CH:31]=[CH:32][CH:33]=2)=[O:9])=[C:6]([CH3:13])[N:5]=[C:4]([O:14][CH3:15])[CH:3]=1)[C:16]1[CH:21]=[CH:20][CH:19]=[CH:18][CH:17]=1. Given the reactants Cl[C:2]1[C:7]([C:8]([O:10][CH2:11][CH3:12])=[O:9])=[C:6]([CH3:13])[N:5]=[C:4]([O:14][CH3:15])[CH:3]=1.[C:16]1([CH2:22][OH:23])[CH:21]=[CH:20][CH:19]=[CH:18][CH:17]=1.C([O-])([O-])=O.[Cs+].[Cs+].N1C=C[CH:33]=[CH:32][C:31]=1[C:36]1[CH:41]=CC=CN=1, predict the reaction product.